From a dataset of Kir2.1 potassium channel HTS with 301,493 compounds. Binary Classification. Given a drug SMILES string, predict its activity (active/inactive) in a high-throughput screening assay against a specified biological target. (1) The compound is O=c1n(CC2CCCCC2)c(nc2c1C1(CCCC1)Cc1c2cccc1)NCCO. The result is 0 (inactive). (2) The drug is Clc1ccc(CNCCCOCC)cc1. The result is 0 (inactive). (3) The result is 0 (inactive). The drug is FC(F)(F)C(=O)C=1CCCC1NNC(=O)c1c(OC)cccc1. (4) The compound is Clc1ccc(S(=O)(=O)N2CCC(CC2)C(=O)Nc2sc3c(CCCC3)c2C(OCC)=O)cc1. The result is 0 (inactive). (5) The result is 0 (inactive). The drug is o1c(/C(=N/NC(=O)CNC(=O)c2ccncc2)C)ccc1. (6) The molecule is S(=O)(=O)(NCC(C)C)c1ccc(cc1)C(=O)Nc1sc(nn1)CC. The result is 0 (inactive).